Task: Predict the product of the given reaction.. Dataset: Forward reaction prediction with 1.9M reactions from USPTO patents (1976-2016) (1) Given the reactants C([C:5]([N:7]([CH2:12][C:13]1[CH:18]=[CH:17][C:16](B(O)O)=[CH:15][CH:14]=1)[CH2:8][CH2:9][CH2:10][F:11])=[O:6])(C)(C)C.CC[OH:24].[F:25][C:26]1[CH:27]=[C:28]([N:33]2[CH2:37][C@H:36]([CH2:38][NH:39][C:40](=[O:42])[CH3:41])[O:35][C:34]2=[O:43])[CH:29]=[CH:30][C:31]=1I.C([O-])([O-])=O.[K+].[K+].[C:50]1([CH3:56])[CH:55]=CC=C[CH:51]=1, predict the reaction product. The product is: [C:50]([O:24][C:5](=[O:6])[N:7]([CH2:12][C:13]1[CH:14]=[CH:15][C:16]([C:31]2[CH:30]=[CH:29][C:28]([N:33]3[CH2:37][C@H:36]([CH2:38][NH:39][C:40](=[O:42])[CH3:41])[O:35][C:34]3=[O:43])=[CH:27][C:26]=2[F:25])=[CH:17][CH:18]=1)[CH2:8][CH2:9][CH2:10][F:11])([CH3:56])([CH3:55])[CH3:51]. (2) Given the reactants [Cl:1][C:2]1[N:25]=[C:24]([Cl:26])[CH:23]=[CH:22][C:3]=1[C:4]([NH:6][C:7]1[CH:12]=[CH:11][C:10]([C:13]2[CH:18]([CH3:19])[CH2:17][C:16](=[O:20])[NH:15][N:14]=2)=[CH:9][C:8]=1[OH:21])=O.C1(C)C=CC(S(O)(=O)=O)=CC=1.C(O)(=O)C, predict the reaction product. The product is: [Cl:1][C:2]1[C:3]([C:4]2[O:21][C:8]3[CH:9]=[C:10]([C:13]4[CH:18]([CH3:19])[CH2:17][C:16](=[O:20])[NH:15][N:14]=4)[CH:11]=[CH:12][C:7]=3[N:6]=2)=[CH:22][CH:23]=[C:24]([Cl:26])[N:25]=1. (3) Given the reactants [CH2:1]([O:5][C:6]([C:8]1[N:9]=[C:10](O)[C:11]2[C:16]([C:17]=1[OH:18])=[CH:15][C:14]([O:19][C:20]1[CH:21]=[CH:22][C:23]3[O:27][C:26]([N:28]([CH3:30])[CH3:29])=[N:25][C:24]=3[CH:31]=1)=[CH:13][CH:12]=2)=[O:7])[CH2:2][CH2:3][CH3:4].C(OC(C1N=C(O)C2C(C=1O)=CC=C(OC1C=CC3OC(N(C)C)=NC=3C=1)C=2)=O)CCC.P(Cl)(Cl)([Cl:67])=O.C(=O)(O)[O-].[Na+], predict the reaction product. The product is: [CH2:1]([O:5][C:6]([C:8]1[N:9]=[C:10]([Cl:67])[C:11]2[C:16]([C:17]=1[OH:18])=[CH:15][C:14]([O:19][C:20]1[CH:21]=[CH:22][C:23]3[O:27][C:26]([N:28]([CH3:30])[CH3:29])=[N:25][C:24]=3[CH:31]=1)=[CH:13][CH:12]=2)=[O:7])[CH2:2][CH2:3][CH3:4]. (4) The product is: [CH2:1]([O:3][C:4](=[O:16])[C:5]1[CH:10]=[CH:9][N:8]=[C:7]([N:11]([S:12]([CH3:15])(=[O:13])=[O:14])[C:17]2[CH:22]=[CH:21][CH:20]=[CH:19][CH:18]=2)[CH:6]=1)[CH3:2]. Given the reactants [CH2:1]([O:3][C:4](=[O:16])[C:5]1[CH:10]=[CH:9][N:8]=[C:7]([NH:11][S:12]([CH3:15])(=[O:14])=[O:13])[CH:6]=1)[CH3:2].[C:17]1(B(O)O)[CH:22]=[CH:21][CH:20]=[CH:19][CH:18]=1.CCN(CC)CC, predict the reaction product. (5) Given the reactants [CH:1]([C:3]1[CH:8]=[C:7]([C:9]([O:11][CH2:12][CH3:13])=[O:10])[CH:6]=[CH:5][N:4]=1)=O.Cl.[CH3:15][N:16]([CH3:21])[C:17](=[O:20])[CH2:18][NH2:19], predict the reaction product. The product is: [CH3:15][N:16]([CH3:21])[C:17]([CH2:18][NH:19][CH2:1][C:3]1[CH:8]=[C:7]([C:9]([O:11][CH2:12][CH3:13])=[O:10])[CH:6]=[CH:5][N:4]=1)=[O:20]. (6) Given the reactants C([Li])CCC.C1([B:12]([OH:14])[OH:13])C=CC=CC=1.[C:15]12([OH:26])[CH2:23][CH:19]([C:20]1([CH3:22])[CH3:21])[CH2:18][CH2:17][C:16]2([OH:25])[CH3:24].BrCCl, predict the reaction product. The product is: [C:15]1([CH2:23][B:12]([OH:14])[OH:13])[CH:20]=[CH:19][CH:18]=[CH:17][CH:16]=1.[C:15]12([OH:26])[CH2:23][CH:19]([C:20]1([CH3:22])[CH3:21])[CH2:18][CH2:17][C:16]2([OH:25])[CH3:24]. (7) Given the reactants C(N(C(C)C)CC)(C)C.Cl.C(N=C=NCCCN(C)C)C.[CH3:22][O:23][C:24]1[CH:25]=[C:26]([CH:30]=[CH:31][C:32]=1[N:33]1[CH:37]=[C:36]([CH3:38])[N:35]=[CH:34]1)[C:27]([OH:29])=O.[C:39]([O:43][CH2:44][C:45]1[CH:50]=[CH:49][CH:48]=[CH:47][CH:46]=1)(=[O:42])[NH:40][NH2:41].C1C=CC2N(O)N=NC=2C=1.C(=O)(O)[O-].[Na+], predict the reaction product. The product is: [CH3:22][O:23][C:24]1[CH:25]=[C:26]([CH:30]=[CH:31][C:32]=1[N:33]1[CH:37]=[C:36]([CH3:38])[N:35]=[CH:34]1)[C:27]([NH:41][NH:40][C:39]([O:43][CH2:44][C:45]1[CH:50]=[CH:49][CH:48]=[CH:47][CH:46]=1)=[O:42])=[O:29].